Dataset: Forward reaction prediction with 1.9M reactions from USPTO patents (1976-2016). Task: Predict the product of the given reaction. (1) Given the reactants [C:1]([C:3]1([OH:13])[CH2:12][CH2:11][C:6]2([O:10][CH2:9][CH2:8][O:7]2)[CH2:5][CH2:4]1)#[CH:2].C([Li])CCC.CON(C)[C:22](=[O:30])[C:23]1[CH:28]=[CH:27][C:26]([CH3:29])=[N:25][CH:24]=1.[Cl-].[NH4+], predict the reaction product. The product is: [OH:13][C:3]1([C:1]#[C:2][C:22]([C:23]2[CH:24]=[N:25][C:26]([CH3:29])=[CH:27][CH:28]=2)=[O:30])[CH2:12][CH2:11][C:6]2([O:7][CH2:8][CH2:9][O:10]2)[CH2:5][CH2:4]1. (2) Given the reactants [Cl:1][C:2]1[CH:3]=[CH:4][C:5]([CH3:11])=[C:6]([CH:10]=1)[C:7]([OH:9])=[O:8].[Br:12]Br.S([O-])([O-])(=O)=S.[Na+].[Na+], predict the reaction product. The product is: [Br:12][C:4]1[C:5]([CH3:11])=[C:6]([CH:10]=[C:2]([Cl:1])[CH:3]=1)[C:7]([OH:9])=[O:8]. (3) Given the reactants [H-].[Al+3].[Li+].[H-].[H-].[H-].[CH3:7][N:8]1[C:12]2[CH:13]=[CH:14][C:15]([C:17](OCC)=[O:18])=[CH:16][C:11]=2[N:10]=[CH:9]1.C(=O)(O)[O-].[Na+], predict the reaction product. The product is: [CH3:7][N:8]1[C:12]2[CH:13]=[CH:14][C:15]([CH2:17][OH:18])=[CH:16][C:11]=2[N:10]=[CH:9]1. (4) Given the reactants Cl[C:2]1[N:3]=[C:4]([N:16]2[CH2:21][CH2:20][O:19][CH2:18][CH2:17]2)[C:5]2[CH:10]=[CH:9][N:8]([CH2:11][CH2:12][N:13]([CH3:15])[CH3:14])[C:6]=2[N:7]=1.[OH:22][C:23]1[CH:24]=[C:25](B(O)O)[CH:26]=[CH:27][CH:28]=1.C(=O)([O-])[O-].[Na+].[Na+], predict the reaction product. The product is: [CH3:14][N:13]([CH3:15])[CH2:12][CH2:11][N:8]1[C:6]2[N:7]=[C:2]([C:27]3[CH:28]=[C:23]([OH:22])[CH:24]=[CH:25][CH:26]=3)[N:3]=[C:4]([N:16]3[CH2:21][CH2:20][O:19][CH2:18][CH2:17]3)[C:5]=2[CH:10]=[CH:9]1. (5) Given the reactants S(Cl)([Cl:3])=O.[C:5]([O:8][C:9]1[CH:17]=[CH:16][C:12]([C:13](O)=[O:14])=[CH:11][CH:10]=1)(=[O:7])[CH3:6], predict the reaction product. The product is: [C:5]([O:8][C:9]1[CH:17]=[CH:16][C:12]([C:13]([Cl:3])=[O:14])=[CH:11][CH:10]=1)(=[O:7])[CH3:6]. (6) Given the reactants [Cl-].[Al+3].[Cl-].[Cl-].[N-:5]=[N+:6]=[N-:7].[Na+].[N:9]([C:12]1[CH:17]=[CH:16][CH:15]=[CH:14][C:13]=1[CH3:18])=[C:10]=[O:11].Cl, predict the reaction product. The product is: [CH3:18][C:13]1[CH:14]=[CH:15][CH:16]=[CH:17][C:12]=1[N:9]1[C:10](=[O:11])[NH:7][N:6]=[N:5]1. (7) Given the reactants [I:1]C1C=CC2C3(C)CCN(C(OC(C)(C)C)=O)CC3OC=2C=1.O[C:24]1[CH:25]=[CH:26][C:27]2[O:43][CH:31]3[CH2:32][N:33]([C:36]([O:38][C:39]([CH3:42])([CH3:41])[CH3:40])=[O:37])[CH2:34][CH2:35][C:30]3([CH3:44])[C:28]=2[CH:29]=1, predict the reaction product. The product is: [I:1][C:24]1[CH:25]=[CH:26][C:27]2[O:43][CH:31]3[CH2:32][N:33]([C:36]([O:38][C:39]([CH3:42])([CH3:41])[CH3:40])=[O:37])[CH2:34][CH2:35][C:30]3([CH3:44])[C:28]=2[CH:29]=1.